This data is from Forward reaction prediction with 1.9M reactions from USPTO patents (1976-2016). The task is: Predict the product of the given reaction. (1) Given the reactants [CH3:1][C@@H:2]([C@@H:9]1[C@@:13]2([CH3:28])[CH2:14][CH2:15][CH2:16]/[C:17](=[CH:18]\[CH:19]=[C:20]3\[CH2:21][C@@H:22](O)[CH2:23][CH2:24][C:25]\3=[CH2:26])/[C@@H:12]2[CH2:11][CH2:10]1)[CH2:3][CH2:4][CH2:5][CH:6]([CH3:8])[CH3:7].[C:29]1(=[O:39])[NH:33][C:32](=[O:34])[C:31]2=[CH:35][CH:36]=[CH:37][CH:38]=[C:30]12.C1(P(C2C=CC=CC=2)C2C=CC=CC=2)C=CC=CC=1.CCOC(/N=N/C(OCC)=O)=O, predict the reaction product. The product is: [C:29]1(=[O:39])[N:33]([CH:22]2[CH2:23][CH2:24][C@@:25]3([CH3:26])[CH:20]([CH2:19][CH2:18][C@@H:17]4[C@@H:16]3[CH2:15][CH2:14][C@@:13]3([CH3:28])[C@H:12]4[CH2:11][CH2:10][C@@H:9]3[C@H:2]([CH3:1])[CH2:3][CH2:4][CH2:5][CH:6]([CH3:8])[CH3:7])[CH2:21]2)[C:32](=[O:34])[C:31]2=[CH:35][CH:36]=[CH:37][CH:38]=[C:30]12. (2) Given the reactants [CH3:1][C:2]([C:4]1[CH:5]=[CH:6][C:7]([OH:10])=[CH:8][CH:9]=1)=[O:3].N1C=CN=C1.[Si:16](Cl)([C:19]([CH3:22])([CH3:21])[CH3:20])([CH3:18])[CH3:17], predict the reaction product. The product is: [C:19]([Si:16]([CH3:18])([CH3:17])[O:10][C:7]1[CH:8]=[CH:9][C:4]([C:2](=[O:3])[CH3:1])=[CH:5][CH:6]=1)([CH3:22])([CH3:21])[CH3:20]. (3) Given the reactants [F:1][C:2]1[CH:7]=[CH:6][CH:5]=[C:4]([F:8])[C:3]=1[CH2:9][S:10]([NH2:13])(=[O:12])=[O:11].[C:14]([C:16]1[C:17]([N:29]2[CH2:32][CH:31]([C:33](O)=[O:34])[CH2:30]2)=[N:18][C:19]([CH2:27][CH3:28])=[C:20]([C:22]([O:24][CH2:25][CH3:26])=[O:23])[CH:21]=1)#[N:15].CN(C(ON1N=NC2C=CC=CC1=2)=[N+](C)C)C.[B-](F)(F)(F)F.CCN(C(C)C)C(C)C.OS([O-])(=O)=O.[K+], predict the reaction product. The product is: [C:14]([C:16]1[C:17]([N:29]2[CH2:32][CH:31]([C:33](=[O:34])[NH:13][S:10]([CH2:9][C:3]3[C:4]([F:8])=[CH:5][CH:6]=[CH:7][C:2]=3[F:1])(=[O:12])=[O:11])[CH2:30]2)=[N:18][C:19]([CH2:27][CH3:28])=[C:20]([CH:21]=1)[C:22]([O:24][CH2:25][CH3:26])=[O:23])#[N:15]. (4) Given the reactants [CH3:1][O:2][C:3]1[C:8]([CH2:9]Cl)=[CH:7][CH:6]=[CH:5][N:4]=1.[C-]#N.[Na+].[CH3:14][N:15](C=O)C, predict the reaction product. The product is: [CH3:1][O:2][C:3]1[C:8]([CH2:9][C:14]#[N:15])=[CH:7][CH:6]=[CH:5][N:4]=1. (5) Given the reactants [CH3:1][O:2][C:3]([CH2:5][CH2:6][CH2:7][CH2:8][CH2:9][CH2:10][C:11](O)=[O:12])=[O:4].Cl.[C:15]([OH:19])([CH3:18])([CH3:17])[CH3:16], predict the reaction product. The product is: [C:15]([O:19][C:11](=[O:12])[CH2:10][CH2:9][CH2:8][CH2:7][CH2:6][CH2:5][C:3]([O:2][CH3:1])=[O:4])([CH3:18])([CH3:17])[CH3:16]. (6) Given the reactants [F:1][C:2]1[CH:7]=[CH:6][CH:5]=[C:4]([F:8])[C:3]=1[C:9]1[N:14]=[C:13]([C:15]([NH:17][C:18]2[CH:19]=[N:20][CH:21]=[CH:22][C:23]=2[C@H:24]2[CH2:29][C@@H:28]([NH:30]C(=O)OC(C)(C)C)[C@H:27]([OH:38])[C@@H:26]([CH3:39])[CH2:25]2)=[O:16])[CH:12]=[CH:11][C:10]=1[F:40].[CH3:41][S:42](Cl)(=[O:44])=[O:43], predict the reaction product. The product is: [CH3:41][S:42]([O:38][C@@H:27]1[C@@H:26]([CH3:39])[CH2:25][C@@H:24]([C:23]2[CH:22]=[CH:21][N:20]=[CH:19][C:18]=2[NH:17][C:15](=[O:16])[C:13]2[CH:12]=[CH:11][C:10]([F:40])=[C:9]([C:3]3[C:2]([F:1])=[CH:7][CH:6]=[CH:5][C:4]=3[F:8])[N:14]=2)[CH2:29][C@H:28]1[NH2:30])(=[O:44])=[O:43]. (7) The product is: [ClH:26].[F:1][C:2]1[CH:14]=[CH:13][C:5]2[N:6]([C:7]3[CH:12]=[CH:11][CH:10]=[CH:9][N:8]=3)[C:24](/[CH:23]=[CH:22]/[C:21]3[CH:20]=[CH:19][C:18]([O:17][CH3:16])=[CH:28][CH:27]=3)=[N:15][C:4]=2[CH:3]=1. Given the reactants [F:1][C:2]1[CH:14]=[CH:13][C:5]([NH:6][C:7]2[CH:12]=[CH:11][CH:10]=[CH:9][N:8]=2)=[C:4]([NH2:15])[CH:3]=1.[CH3:16][O:17][C:18]1[CH:28]=[CH:27][C:21](/[CH:22]=[CH:23]/[C:24]([Cl:26])=O)=[CH:20][CH:19]=1.N1C=CC=CC=1N1C2C=CC=CC=2N=C1/C=C/C1C=CC=CC=1.Cl, predict the reaction product. (8) Given the reactants Br[C:2]1[CH:3]=[C:4]2[C:8](=[CH:9][CH:10]=1)[NH:7][C:6](=[O:11])[C:5]2([CH3:13])[CH3:12].[N+:14]([C:17]1[CH:18]=[C:19](B(O)O)[CH:20]=[CH:21][CH:22]=1)([O-:16])=[O:15].C(=O)([O-])[O-].[K+].[K+].[Cl-].[NH4+], predict the reaction product. The product is: [CH3:12][C:5]1([CH3:13])[C:4]2[C:8](=[CH:9][CH:10]=[C:2]([C:21]3[CH:20]=[CH:19][CH:18]=[C:17]([N+:14]([O-:16])=[O:15])[CH:22]=3)[CH:3]=2)[NH:7][C:6]1=[O:11]. (9) The product is: [CH2:25]([CH:30]1[CH2:31][C@H:32]2[N:37]([CH2:2][CH2:3][CH2:4][N:5]3[C:13]4[C:8](=[CH:9][CH:10]=[CH:11][CH:12]=4)[C:7]([C:14](=[O:16])[CH3:15])=[CH:6]3)[C@H:35]([CH2:34][CH2:33]2)[CH2:36]1)[CH2:26][CH2:27][CH2:28][CH3:29]. Given the reactants Cl[CH2:2][CH2:3][CH2:4][N:5]1[C:13]2[C:8](=[CH:9][CH:10]=[CH:11][CH:12]=2)[C:7]([C:14](=[O:16])[CH3:15])=[CH:6]1.C(=O)([O-])[O-].[Cs+].[Cs+].[I-].[K+].[CH2:25]([CH:30]1[CH2:36][C@H:35]2[NH:37][C@H:32]([CH2:33][CH2:34]2)[CH2:31]1)[CH2:26][CH2:27][CH2:28][CH3:29], predict the reaction product. (10) Given the reactants [Cl:1][C:2]1[CH:10]=[C:9]2[C:5]([C:6]3([CH:16]([C:17]([CH3:19])=[CH2:18])[CH2:15][C:14](=[O:20])[CH2:13][CH:12]3[C:21]3[CH:26]=[CH:25][CH:24]=[C:23]([Cl:27])[CH:22]=3)[C:7](=[O:11])[NH:8]2)=[CH:4][CH:3]=1.[N-:28]=[N+]=[N-].[Na+], predict the reaction product. The product is: [Cl:1][C:2]1[CH:10]=[C:9]2[C:5]([C@:6]3([C@@H:12]([C:21]4[CH:26]=[CH:25][CH:24]=[C:23]([Cl:27])[CH:22]=4)[CH2:13][C:14](=[O:20])[NH:28][CH2:15][C@H:16]3[C:17]([CH3:19])=[CH2:18])[C:7](=[O:11])[NH:8]2)=[CH:4][CH:3]=1.